From a dataset of Catalyst prediction with 721,799 reactions and 888 catalyst types from USPTO. Predict which catalyst facilitates the given reaction. (1) Reactant: [Cl:1][C:2]1[CH:3]=[C:4]([CH:6]=[CH:7][CH:8]=1)[NH2:5].Cl[C:10]1[N:15]=[C:14]([C:16]([CH3:19])([CH3:18])[CH3:17])[C:13]([C:20]([O:22][CH2:23][CH3:24])=[O:21])=[CH:12][N:11]=1. Product: [CH2:23]([O:22][C:20]([C:13]1[C:14]([C:16]([CH3:17])([CH3:19])[CH3:18])=[N:15][C:10]([NH:5][C:4]2[CH:6]=[CH:7][CH:8]=[C:2]([Cl:1])[CH:3]=2)=[N:11][CH:12]=1)=[O:21])[CH3:24]. The catalyst class is: 12. (2) Reactant: CC(C[AlH]C[CH:7]([CH3:9])C)C.C(N(C(C)C)[C:14]([C:16]1[CH:21]=[C:20]([O:22][CH3:23])[C:19]([N:24]2[CH:28]=[C:27]([CH3:29])[N:26]=[CH:25]2)=[CH:18][N:17]=1)=O)(C)C.[Cl-].[NH4+].[C@H:36](O)([C:37]([O-:39])=[O:38])[C@@H:36](O)[C:37]([O-:39])=[O:38].[Na+].[K+]. Product: [CH3:23][O:22][C:20]1[C:19]([N:24]2[CH:28]=[C:27]([CH3:29])[N:26]=[CH:25]2)=[CH:18][N:17]=[C:16](/[CH:14]=[CH:36]/[C:37]([O:39][CH2:7][CH3:9])=[O:38])[CH:21]=1. The catalyst class is: 56. (3) Reactant: [CH2:1]([N:8]([CH2:26][C@H:27]([OH:49])[CH2:28][O:29][C:30]1[CH:35]=[CH:34][C:33]([O:36][CH2:37][C:38]2[CH:43]=[CH:42][CH:41]=[CH:40][CH:39]=2)=[C:32]([NH:44][S:45]([CH3:48])(=[O:47])=[O:46])[CH:31]=1)[C@H:9]1[CH2:14][CH2:13][C@H:12]([C:15]2[CH:25]=[CH:24][C:18]([C:19]([O:21]CC)=[O:20])=[CH:17][CH:16]=2)[CH2:11][CH2:10]1)[C:2]1[CH:7]=[CH:6][CH:5]=[CH:4][CH:3]=1.[OH-].[Na+]. Product: [CH2:1]([N:8]([CH2:26][C@H:27]([OH:49])[CH2:28][O:29][C:30]1[CH:35]=[CH:34][C:33]([O:36][CH2:37][C:38]2[CH:43]=[CH:42][CH:41]=[CH:40][CH:39]=2)=[C:32]([NH:44][S:45]([CH3:48])(=[O:47])=[O:46])[CH:31]=1)[C@H:9]1[CH2:14][CH2:13][C@H:12]([C:15]2[CH:16]=[CH:17][C:18]([C:19]([OH:21])=[O:20])=[CH:24][CH:25]=2)[CH2:11][CH2:10]1)[C:2]1[CH:3]=[CH:4][CH:5]=[CH:6][CH:7]=1. The catalyst class is: 8. (4) Reactant: [I:1][C:2]1[C:7]([O:8]COC)=[CH:6][CH:5]=[CH:4][C:3]=1[O:12][CH3:13].Cl.C([O-])(O)=O.[Na+]. Product: [I:1][C:2]1[C:3]([O:12][CH3:13])=[CH:4][CH:5]=[CH:6][C:7]=1[OH:8]. The catalyst class is: 4.